Dataset: Forward reaction prediction with 1.9M reactions from USPTO patents (1976-2016). Task: Predict the product of the given reaction. (1) Given the reactants CON(C)[C:4]([C:6]1[C:7]([CH3:11])=[N:8][O:9][CH:10]=1)=[O:5].[CH3:13][Mg]Br.Cl, predict the reaction product. The product is: [CH3:11][C:7]1[C:6]([C:4](=[O:5])[CH3:13])=[CH:10][O:9][N:8]=1. (2) Given the reactants [H-].[Na+].[CH3:3][S:4]([C:7]1[N:12]=[CH:11][C:10]([O:13][C:14]2[CH:15]=[C:16]3[C:20](=[CH:21][C:22]=2[CH2:23][N:24]2[CH2:28][CH2:27][CH2:26][C:25]2=[O:29])[NH:19][C:18]([C:30]2[CH:35]=[CH:34][CH:33]=[CH:32][N:31]=2)=[CH:17]3)=[CH:9][CH:8]=1)(=[O:6])=[O:5].[CH3:36][Si:37]([CH3:44])([CH3:43])[CH2:38][CH2:39][O:40][CH2:41]Cl.[Cl-].[NH4+], predict the reaction product. The product is: [CH3:3][S:4]([C:7]1[N:12]=[CH:11][C:10]([O:13][C:14]2[CH:15]=[C:16]3[C:20](=[CH:21][C:22]=2[CH2:23][N:24]2[CH2:28][CH2:27][CH2:26][C:25]2=[O:29])[N:19]([CH2:41][O:40][CH2:39][CH2:38][Si:37]([CH3:44])([CH3:43])[CH3:36])[C:18]([C:30]2[CH:35]=[CH:34][CH:33]=[CH:32][N:31]=2)=[CH:17]3)=[CH:9][CH:8]=1)(=[O:6])=[O:5]. (3) Given the reactants [OH:1][C@:2]1([CH3:17])[CH2:11][CH2:10][C@@H:9]2[C@:4]([CH3:14])([CH2:5][CH2:6][CH2:7][C:8]2([CH3:13])[CH3:12])[CH:3]1[CH:15]=O.[CH3:18][O:19][C:20]1[CH:21]=[C:22]([CH:24]=[C:25]([O:27][CH3:28])[CH:26]=1)[NH2:23].C(O[BH-](OC(=O)C)OC(=O)C)(=O)C.[Na+], predict the reaction product. The product is: [CH3:28][O:27][C:25]1[CH:24]=[C:22]([NH:23][CH2:15][CH:3]2[C@:4]3([CH3:14])[C@H:9]([C:8]([CH3:13])([CH3:12])[CH2:7][CH2:6][CH2:5]3)[CH2:10][CH2:11][C@@:2]2([CH3:17])[OH:1])[CH:21]=[C:20]([O:19][CH3:18])[CH:26]=1.